From a dataset of Forward reaction prediction with 1.9M reactions from USPTO patents (1976-2016). Predict the product of the given reaction. (1) Given the reactants [CH3:1][O:2][C:3]1[CH:12]=[C:11]2[C:6]([C:7]([C:14]([F:17])([F:16])[F:15])=[N:8][NH:9][C:10]2=O)=[CH:5][CH:4]=1.P(Cl)(Cl)([Cl:20])=O, predict the reaction product. The product is: [Cl:20][C:10]1[C:11]2[C:6](=[CH:5][CH:4]=[C:3]([O:2][CH3:1])[CH:12]=2)[C:7]([C:14]([F:17])([F:16])[F:15])=[N:8][N:9]=1. (2) Given the reactants O[CH:2]1[C:10]2[C:5](=[C:6]([Br:11])[CH:7]=[CH:8][CH:9]=2)[C:4](=[O:12])[N:3]1C(C)(C1C=CC=CC=1)C.FC(F)(F)C(O)=O.C([SiH](CC)CC)C, predict the reaction product. The product is: [Br:11][C:6]1[CH:7]=[CH:8][CH:9]=[C:10]2[C:5]=1[C:4](=[O:12])[NH:3][CH2:2]2. (3) Given the reactants [F:1][C:2]1[CH:7]=[C:6](B2OC(C)(C)C(C)(C)O2)[CH:5]=[CH:4][C:3]=1[C:17]1[N:18]=[CH:19][C:20]([NH2:23])=[N:21][CH:22]=1.Br[C:25]1[CH:30]=[CH:29][CH:28]=[CH:27][C:26]=1[S:31]([C:34]1([C:39]([NH2:41])=[O:40])[CH2:38][CH2:37][CH2:36][CH2:35]1)(=[O:33])=[O:32], predict the reaction product. The product is: [NH2:23][C:20]1[N:21]=[CH:22][C:17]([C:3]2[CH:4]=[CH:5][C:6]([C:25]3[CH:30]=[CH:29][CH:28]=[CH:27][C:26]=3[S:31]([C:34]3([C:39]([NH2:41])=[O:40])[CH2:38][CH2:37][CH2:36][CH2:35]3)(=[O:33])=[O:32])=[CH:7][C:2]=2[F:1])=[N:18][CH:19]=1. (4) Given the reactants Cl[C:2]1[N:7]=[CH:6][N:5]=[C:4]([NH:8][C:9]2[CH:14]=[CH:13][C:12]([N:15]3[CH2:20][CH2:19][O:18][CH2:17][C@H:16]3[CH2:21][OH:22])=[CH:11][CH:10]=2)[N:3]=1.[F:23][C@H:24]1[C@@H:29]([O:30][C:31]2[CH:38]=[CH:37][C:36](B3OC(C)(C)C(C)(C)O3)=[CH:35][C:32]=2[C:33]#[N:34])[CH2:28][CH2:27][N:26]([C:48](=[O:51])[CH2:49][OH:50])[CH2:25]1.C(=O)([O-])[O-].[Na+].[Na+], predict the reaction product. The product is: [F:23][C@H:24]1[C@@H:29]([O:30][C:31]2[CH:38]=[CH:37][C:36]([C:2]3[N:3]=[C:4]([NH:8][C:9]4[CH:14]=[CH:13][C:12]([N:15]5[CH2:20][CH2:19][O:18][CH2:17][C@H:16]5[CH2:21][OH:22])=[CH:11][CH:10]=4)[N:5]=[CH:6][N:7]=3)=[CH:35][C:32]=2[C:33]#[N:34])[CH2:28][CH2:27][N:26]([C:48](=[O:51])[CH2:49][OH:50])[CH2:25]1. (5) Given the reactants [Br:1][C:2]1[N:7]=[C:6]2[N:8](C(C3C=CC=CC=3)=O)[CH:9]=[CH:10][C:5]2=[C:4]([O:19][CH3:20])[CH:3]=1.[OH-].[Na+], predict the reaction product. The product is: [Br:1][C:2]1[N:7]=[C:6]2[NH:8][CH:9]=[CH:10][C:5]2=[C:4]([O:19][CH3:20])[CH:3]=1. (6) Given the reactants O[CH2:2][C:3]1[CH:8]=[C:7]([CH3:9])[CH:6]=[CH:5][C:4]=1/[CH:10]=[CH:11]/[C:12]([O:14][C:15]([CH3:18])([CH3:17])[CH3:16])=[O:13].C(Br)(Br)(Br)[Br:20].C1(P(C2C=CC=CC=2)C2C=CC=CC=2)C=CC=CC=1.O, predict the reaction product. The product is: [Br:20][CH2:2][C:3]1[CH:8]=[C:7]([CH3:9])[CH:6]=[CH:5][C:4]=1/[CH:10]=[CH:11]/[C:12]([O:14][C:15]([CH3:18])([CH3:17])[CH3:16])=[O:13].